Dataset: Full USPTO retrosynthesis dataset with 1.9M reactions from patents (1976-2016). Task: Predict the reactants needed to synthesize the given product. (1) Given the product [CH2:12]([O:14][C:15]([C:17]1[C:22]([C:23]([O:25][CH2:26][CH3:27])=[O:24])=[CH:21][CH:20]=[C:19]([O:9][CH2:8][C:7]2[CH:10]=[CH:11][C:4]([F:3])=[CH:5][CH:6]=2)[N:18]=1)=[O:16])[CH3:13], predict the reactants needed to synthesize it. The reactants are: [H-].[Na+].[F:3][C:4]1[CH:11]=[CH:10][C:7]([CH2:8][OH:9])=[CH:6][CH:5]=1.[CH2:12]([O:14][C:15]([C:17]1[C:22]([C:23]([O:25][CH2:26][CH3:27])=[O:24])=[CH:21][CH:20]=[C:19](Cl)[N:18]=1)=[O:16])[CH3:13].O. (2) Given the product [CH2:1]([O:3][C:4]([C:6]1[C:7]([CH3:32])=[C:8]2[C:13](=[CH:14][C:15]=1[CH3:16])[N:12]=[C:11]([CH2:17][CH2:18][C:19](=[O:21])[NH:47][CH2:43][CH3:39])[N:10]([C:24]1[CH:29]=[CH:28][CH:27]=[CH:26][C:25]=1[Cl:30])[C:9]2=[O:31])=[O:5])[CH3:2], predict the reactants needed to synthesize it. The reactants are: [CH2:1]([O:3][C:4]([C:6]1[C:7]([CH3:32])=[C:8]2[C:13](=[CH:14][C:15]=1[CH3:16])[N:12]=[C:11]([CH2:17][CH2:18][C:19]([O:21]CC)=O)[N:10]([C:24]1[CH:29]=[CH:28][CH:27]=[CH:26][C:25]=1[Cl:30])[C:9]2=[O:31])=[O:5])[CH3:2].C(OC(=O)C1C(C)=C[C:43]([NH:47]C(=O)CCC(OCC)=O)=[C:39](C(O)=O)C=1C)C.ClC1C=CC=CC=1N.P(Cl)(Cl)Cl.C(=O)([O-])O.[Na+]. (3) Given the product [Cl:23][C:19]1[CH:20]=[C:21]2[C:16](=[CH:17][CH:18]=1)[NH:15][C:14](=[O:24])[C:13]([C@@H:11]([NH:10][C:26]1[N:31]=[C:30]([CH2:32][C:33]([O:35][CH3:36])=[O:34])[CH:29]=[CH:28][N:27]=1)[CH3:12])=[CH:22]2, predict the reactants needed to synthesize it. The reactants are: CCN(C(C)C)C(C)C.[NH2:10][C@H:11]([C:13]1[C:14](=[O:24])[NH:15][C:16]2[C:21]([CH:22]=1)=[CH:20][C:19]([Cl:23])=[CH:18][CH:17]=2)[CH3:12].Cl[C:26]1[N:31]=[C:30]([CH2:32][C:33]([O:35][CH2:36]C)=[O:34])[CH:29]=[CH:28][N:27]=1.CCOC(C)=O.